This data is from Acute oral toxicity (LD50) regression data from Zhu et al.. The task is: Regression/Classification. Given a drug SMILES string, predict its toxicity properties. Task type varies by dataset: regression for continuous values (e.g., LD50, hERG inhibition percentage) or binary classification for toxic/non-toxic outcomes (e.g., AMES mutagenicity, cardiotoxicity, hepatotoxicity). Dataset: ld50_zhu. (1) The molecule is CCCCn1c(=O)n(CCC)c(=O)c2c(NC)n(C(=O)OC)nc21. The rat oral LD50 is 2.15, given as -log10 of the dose in mol/kg body weight (higher means more acutely toxic). (2) The compound is O=C(CCl)OC1=C(OC(=O)CCl)C(=O)OC1=O. The rat oral LD50 is 1.85, given as -log10 of the dose in mol/kg body weight (higher means more acutely toxic). (3) The compound is NCCOCNc1ccccc1. The rat oral LD50 is 5.42, given as -log10 of the dose in mol/kg body weight (higher means more acutely toxic). (4) The compound is Cc1cc(O)ccc1Cl. The rat oral LD50 is 1.89, given as -log10 of the dose in mol/kg body weight (higher means more acutely toxic). (5) The drug is CC1C2Cc3ccc(O)cc3C1(C)CCN2CCc1ccccc1. The rat oral LD50 is 3.55, given as -log10 of the dose in mol/kg body weight (higher means more acutely toxic). (6) The molecule is C=CCNP(=O)(OC=C(Cl)Cl)OC1CCCCC1. The rat oral LD50 is 3.50, given as -log10 of the dose in mol/kg body weight (higher means more acutely toxic). (7) The drug is CC(=O)N(CC(C)C(=O)O)c1c(I)cc(I)c(N)c1I. The rat oral LD50 is 1.94, given as -log10 of the dose in mol/kg body weight (higher means more acutely toxic).